Dataset: Reaction yield outcomes from USPTO patents with 853,638 reactions. Task: Predict the reaction yield, written as a fraction of the theoretical maximum amount of product (1.0 means a 100% yield; for example, 0.34 means a 34% yield). (1) The reactants are Cl[C:2]1[CH:7]=[C:6]([CH3:8])[CH:5]=[CH:4][N+:3]=1[O-:9].[NH2:10][CH2:11][CH2:12][CH2:13][OH:14].C([O-])(O)=O.[Na+].C(O)(CC)(C)C. The catalyst is C(Cl)Cl. The product is [OH:14][CH2:13][CH2:12][CH2:11][NH:10][C:2]1[CH:7]=[C:6]([CH3:8])[CH:5]=[CH:4][N+:3]=1[O-:9]. The yield is 0.880. (2) The reactants are [Cl-].O[NH3+:3].[C:4](=[O:7])([O-])[OH:5].[Na+].CS(C)=O.[CH2:13]([C:15]1[N:16]([C:40]2[CH:45]=[CH:44][C:43]([O:46][CH:47]([CH3:49])[CH3:48])=[CH:42][CH:41]=2)[C:17](=[O:39])[C:18]([CH2:24][C:25]2[CH:30]=[CH:29][C:28]([C:31]3[C:32]([C:37]#[N:38])=[CH:33][CH:34]=[CH:35][CH:36]=3)=[CH:27][CH:26]=2)=[C:19]([CH2:21][CH2:22][CH3:23])[N:20]=1)[CH3:14]. The catalyst is O. The product is [CH2:13]([C:15]1[N:16]([C:40]2[CH:45]=[CH:44][C:43]([O:46][CH:47]([CH3:49])[CH3:48])=[CH:42][CH:41]=2)[C:17](=[O:39])[C:18]([CH2:24][C:25]2[CH:30]=[CH:29][C:28]([C:31]3[CH:36]=[CH:35][CH:34]=[CH:33][C:32]=3[C:37]3[NH:3][C:4](=[O:7])[O:5][N:38]=3)=[CH:27][CH:26]=2)=[C:19]([CH2:21][CH2:22][CH3:23])[N:20]=1)[CH3:14]. The yield is 0.630. (3) The reactants are [Cl:1][C:2]1[CH:7]=[CH:6][C:5]([C:8]2[N:12]([C:13]3[CH:18]=[CH:17][C:16]([Cl:19])=[CH:15][C:14]=3[Cl:20])[N:11]=[C:10]([C:21](Cl)=[O:22])[C:9]=2[CH3:24])=[CH:4][CH:3]=1.[C:25]1([CH3:34])[CH:30]=[CH:29][C:28]([C:31]([NH2:33])=[O:32])=[CH:27][CH:26]=1.C[Si]([N-][Si](C)(C)C)(C)C.[Li+]. No catalyst specified. The yield is 0.940. The product is [CH3:34][C:25]1[CH:30]=[CH:29][C:28]([C:31]([NH:33][C:21]([C:10]2[C:9]([CH3:24])=[C:8]([C:5]3[CH:4]=[CH:3][C:2]([Cl:1])=[CH:7][CH:6]=3)[N:12]([C:13]3[CH:18]=[CH:17][C:16]([Cl:19])=[CH:15][C:14]=3[Cl:20])[N:11]=2)=[O:22])=[O:32])=[CH:27][CH:26]=1. (4) The reactants are O1CCCC1.[S:6]([CH2:9][CH2:10][CH2:11][CH2:12][CH2:13][CH2:14][O:15][C:16]1[CH:21]=[C:20]([S:22][CH2:23][C:24]([F:27])([F:26])[F:25])[C:19]([CH3:28])=[CH:18][C:17]=1[CH3:29])C#N.[F:30][C:31]([Si](C)(C)C)([F:33])[F:32].[F-].C([N+](CCCC)(CCCC)CCCC)CCC. The catalyst is C(OCC)(=O)C.CCCCCC. The product is [F:30][C:31]([F:33])([F:32])[S:6][CH2:9][CH2:10][CH2:11][CH2:12][CH2:13][CH2:14][O:15][C:16]1[CH:21]=[C:20]([S:22][CH2:23][C:24]([F:27])([F:25])[F:26])[C:19]([CH3:28])=[CH:18][C:17]=1[CH3:29]. The yield is 0.890.